Task: Predict the product of the given reaction.. Dataset: Forward reaction prediction with 1.9M reactions from USPTO patents (1976-2016) Given the reactants C1C=C(Cl)C=C(C(OO)=[O:9])C=1.[CH2:12]([N:16]([C:29]1[CH:34]=[CH:33][CH:32]=[CH:31][CH:30]=1)[S:17]([C:20]1[CH:25]=[CH:24][CH:23]=[CH:22][C:21]=1[N+:26]([O-:28])=[O:27])(=[O:19])=[O:18])[CH2:13][CH:14]=[CH2:15], predict the reaction product. The product is: [N+:26]([C:21]1[CH:22]=[CH:23][CH:24]=[CH:25][C:20]=1[S:17]([N:16]([CH2:12][CH2:13][CH:14]1[CH2:15][O:9]1)[C:29]1[CH:34]=[CH:33][CH:32]=[CH:31][CH:30]=1)(=[O:19])=[O:18])([O-:28])=[O:27].